From a dataset of Full USPTO retrosynthesis dataset with 1.9M reactions from patents (1976-2016). Predict the reactants needed to synthesize the given product. (1) Given the product [OH:37][CH2:36][CH:34]1[CH2:35][CH:32]([N:29]2[CH2:28][CH2:27][CH:26]([N:17]3[C:16](=[O:15])[CH2:21][O:20][C@H:19]4[CH2:22][CH2:23][CH2:24][CH2:25][C@H:18]34)[CH2:31][CH2:30]2)[CH2:33]1, predict the reactants needed to synthesize it. The reactants are: C(Cl)(=O)OC(C)C.C1(C)C=CC=CC=1.[O:15]=[C:16]1[CH2:21][O:20][C@H:19]2[CH2:22][CH2:23][CH2:24][CH2:25][C@@H:18]2[N:17]1[CH:26]1[CH2:31][CH2:30][N:29]([CH:32]2[CH2:35][CH:34]([C:36](O)=[O:37])[CH2:33]2)[CH2:28][CH2:27]1.C(N(CC)CC)C.[BH4-].[Na+]. (2) Given the product [Br:31][C:32]1[CH:33]=[C:34]([C:38]2[C:39](=[O:48])[C:40]([C:41]3[CH:46]=[CH:45][CH:44]=[C:43]([Br:47])[CH:42]=3)=[C:13]3[C:21]4=[C:20]5[C:19](=[CH:24][C:23](=[O:25])[CH2:22]4)[CH:18]=[CH:17][CH:16]=[C:15]5[C:14]=23)[CH:35]=[CH:36][CH:37]=1, predict the reactants needed to synthesize it. The reactants are: C[C@H]1CO[C@@]2(O[C@H]3C[C@H]4[C@@H:16]5[CH2:17][CH:18]=[C:19]6[CH2:24][C@@H:23]([OH:25])[CH2:22][CH2:21][C@:20]6(C)[C@H:15]5[CH2:14][CH2:13][C@]4(C)[C@H]3[C@@H]2C)CC1.[Br:31][C:32]1[CH:33]=[C:34]([CH2:38][C:39](=[O:48])[CH2:40][C:41]2[CH:46]=[CH:45][CH:44]=[C:43]([Br:47])[CH:42]=2)[CH:35]=[CH:36][CH:37]=1.C1(=O)C2=C3C(=CC=C2)C=CC=C3C1=O.[OH-].[K+]. (3) Given the product [O:18]1[CH2:23][CH2:22][CH:21]([C:24]2[O:25][CH:2]=[C:3]([CH:5]3[CH2:10][CH2:9][N:8]([C:11]([O:13][C:14]([CH3:17])([CH3:16])[CH3:15])=[O:12])[CH2:7][CH2:6]3)[N:26]=2)[CH2:20][CH2:19]1, predict the reactants needed to synthesize it. The reactants are: Br[CH2:2][C:3]([CH:5]1[CH2:10][CH2:9][N:8]([C:11]([O:13][C:14]([CH3:17])([CH3:16])[CH3:15])=[O:12])[CH2:7][CH2:6]1)=O.[O:18]1[CH2:23][CH2:22][CH:21]([C:24]([NH2:26])=[O:25])[CH2:20][CH2:19]1.CCN(CC)CC.CC(OC(OC(OC(C)(C)C)=O)=O)(C)C. (4) The reactants are: [CH3:1][C:2]1[O:3][C:4]2[C:14]([N:15]=1)=[CH:13][C:7]1[CH2:8][CH2:9][NH:10][CH2:11][CH2:12][C:6]=1[CH:5]=2.[Cl:16][CH2:17][CH2:18][CH2:19][S:20][C:21]1[N:25]([CH3:26])[C:24]([CH:27]2[CH2:32][CH2:31][O:30][CH2:29][CH2:28]2)=[N:23][N:22]=1. Given the product [ClH:16].[CH3:1][C:2]1[O:3][C:4]2[C:14]([N:15]=1)=[CH:13][C:7]1[CH2:8][CH2:9][N:10]([CH2:17][CH2:18][CH2:19][S:20][C:21]3[N:25]([CH3:26])[C:24]([CH:27]4[CH2:28][CH2:29][O:30][CH2:31][CH2:32]4)=[N:23][N:22]=3)[CH2:11][CH2:12][C:6]=1[CH:5]=2, predict the reactants needed to synthesize it. (5) Given the product [CH3:38][C:39]1[N:40]=[CH:41][N:42]([C:45]2[CH:46]=[C:47]([NH:48][C:11]3[C:10]4[C:15](=[C:6]([C:2]5[S:1][CH:5]=[CH:4][CH:3]=5)[CH:7]=[CH:8][CH:9]=4)[N:14]=[CH:13][N:12]=3)[CH:49]=[CH:50][CH:51]=2)[C:43]=1[CH3:44], predict the reactants needed to synthesize it. The reactants are: [S:1]1[CH:5]=[CH:4][CH:3]=[C:2]1[C:6]1[CH:7]=[CH:8][CH:9]=[C:10]2[C:15]=1[N:14]=[CH:13][N:12]=[C:11]2O.P(Cl)(Cl)(Cl)=O.ClC1C2C(=C(C3SC=CC=3)C=CC=2)N=CN=1.[CH3:38][C:39]1[N:40]=[CH:41][N:42]([C:45]2[CH:46]=[C:47]([CH:49]=[CH:50][CH:51]=2)[NH2:48])[C:43]=1[CH3:44].C(=O)([O-])O.[Na+]. (6) Given the product [CH3:33][C:34]1([CH3:69])[CH:46]=[C:45]2[C:37](=[C:38]3[C:43]([NH:44]2)=[CH:42][C:41]2=[CH:47][C:48]4[C:53]([C:40]2=[CH:39]3)=[CH:52][C:51]([C:2]2[CH:3]=[CH:4][C:5]3[N:6]([C:27]5[CH:32]=[CH:31][CH:30]=[CH:29][CH:28]=5)[C:7]5[CH:8]=[C:9]6[C:24]([CH3:25])([CH3:26])[C:23]7[C:18](=[CH:19][CH:20]=[CH:21][CH:22]=7)[C:10]6=[CH:11][C:12]=5[C:13]([CH3:16])([CH3:17])[C:14]=3[CH:15]=2)=[CH:50][CH:49]=4)[CH:36]([C:63]2[CH:64]=[CH:65][CH:66]=[CH:67][CH:68]=2)[CH2:35]1, predict the reactants needed to synthesize it. The reactants are: Br[C:2]1[CH:3]=[CH:4][C:5]2[N:6]([C:27]3[CH:32]=[CH:31][CH:30]=[CH:29][CH:28]=3)[C:7]3[CH:8]=[C:9]4[C:24]([CH3:26])([CH3:25])[C:23]5[C:18](=[CH:19][CH:20]=[CH:21][CH:22]=5)[C:10]4=[CH:11][C:12]=3[C:13]([CH3:17])([CH3:16])[C:14]=2[CH:15]=1.[CH3:33][C:34]1([CH3:69])[CH:46]=[C:45]2[C:37](=[C:38]3[C:43]([NH:44]2)=[CH:42][C:41]2=[CH:47][C:48]4[C:53]([C:40]2=[CH:39]3)=[CH:52][C:51](B2OC(C)(C)C(C)(C)O2)=[CH:50][CH:49]=4)[CH:36]([C:63]2[CH:68]=[CH:67][CH:66]=[CH:65][CH:64]=2)[CH2:35]1.C(=O)([O-])[O-].[K+].[K+].C1(C)C=CC=CC=1. (7) Given the product [O:14]1[CH2:15][CH2:16][CH2:17][CH2:18][CH:13]1[N:10]1[C:9]2[CH:19]=[CH:20][C:6]([C:4](=[O:5])[CH2:22][CH3:23])=[CH:7][C:8]=2[N:12]=[CH:11]1, predict the reactants needed to synthesize it. The reactants are: CON(C)[C:4]([C:6]1[CH:20]=[CH:19][C:9]2[N:10]([CH:13]3[CH2:18][CH2:17][CH2:16][CH2:15][O:14]3)[CH:11]=[N:12][C:8]=2[CH:7]=1)=[O:5].[CH3:22][CH2:23][Mg+].[Br-].[NH4+].[Cl-]. (8) Given the product [CH3:1][O:2][C:3]1[CH:4]=[CH:5][C:6]2[O:11][CH2:10][C:9](=[O:12])[N:8]([CH:22]([CH3:21])[CH2:23][N:24]3[CH2:29][CH2:28][N:27]([C:30]([O:32][C:33]([CH3:36])([CH3:35])[CH3:34])=[O:31])[CH2:26][CH2:25]3)[C:7]=2[CH:13]=1, predict the reactants needed to synthesize it. The reactants are: [CH3:1][O:2][C:3]1[CH:4]=[CH:5][C:6]2[O:11][CH2:10][C:9](=[O:12])[NH:8][C:7]=2[CH:13]=1.[H-].[Na+].CS(O[CH2:21][CH2:22][CH2:23][N:24]1[CH2:29][CH2:28][N:27]([C:30]([O:32][C:33]([CH3:36])([CH3:35])[CH3:34])=[O:31])[CH2:26][CH2:25]1)(=O)=O.COC1C=C2C(C=CC(=O)N2CCN2CCC(NC(=O)OC(C)(C)C)CC2)=CC=1. (9) Given the product [Cl:9][C:7]1[CH:6]=[CH:5][N:4]=[C:3]([C:13]2[CH:14]=[CH:15][CH:16]=[CH:17][C:12]=2[C:10]#[N:11])[CH:8]=1, predict the reactants needed to synthesize it. The reactants are: Cl.Cl[C:3]1[CH:8]=[C:7]([Cl:9])[CH:6]=[CH:5][N:4]=1.[C:10]([C:12]1[CH:17]=[CH:16][CH:15]=[CH:14][C:13]=1B(O)O)#[N:11].C(=O)([O-])[O-].[K+].[K+].C(OCC)C. (10) Given the product [Cl:61][C:62]1[CH:63]=[C:64]([CH:67]=[CH:68][CH:69]=1)[CH2:65][NH:66][C:24]([C:16]1[CH:15]=[C:14]2[C:19]([C:20](=[O:21])[N:11]([C:6]3[CH:5]=[CH:4][C:3]([O:2][CH3:1])=[C:8]([O:9][CH3:10])[N:7]=3)[C:12](=[S:27])[NH:13]2)=[CH:18][C:17]=1[O:22][CH3:23])=[O:25], predict the reactants needed to synthesize it. The reactants are: [CH3:1][O:2][C:3]1[CH:4]=[CH:5][C:6]([N:11]2[C:20](=[O:21])[C:19]3[C:14](=[CH:15][C:16]([C:24](O)=[O:25])=[C:17]([O:22][CH3:23])[CH:18]=3)[NH:13][C:12]2=[S:27])=[N:7][C:8]=1[O:9][CH3:10].CCN(C(C)C)C(C)C.CN(C(ON1N=NC2C=CC=NC1=2)=[N+](C)C)C.F[P-](F)(F)(F)(F)F.[Cl:61][C:62]1[CH:63]=[C:64]([CH:67]=[CH:68][CH:69]=1)[CH2:65][NH2:66].